From a dataset of Reaction yield outcomes from USPTO patents with 853,638 reactions. Predict the reaction yield, written as a fraction of the theoretical maximum amount of product (1.0 means a 100% yield; for example, 0.34 means a 34% yield). (1) The reactants are Cl[C:2]1[CH:40]=[CH:39][C:5]([C:6]([NH:8][C:9]2[N:10]=[C:11]3[CH:16]=[CH:15][C:14]([O:17][C:18]4[CH:23]=[CH:22][CH:21]=[C:20]([NH:24][C:25](=[O:37])[C:26]5[CH:31]=[CH:30][CH:29]=[C:28]([C:32]6([C:35]#[N:36])[CH2:34][CH2:33]6)[CH:27]=5)[CH:19]=4)=[N:13][N:12]3[CH:38]=2)=[O:7])=[CH:4][N:3]=1.C(=O)([O-])O.[Na+].[CH3:46][N:47](C)C=O. The catalyst is C1C=CC(/C=C/C(/C=C/C2C=CC=CC=2)=O)=CC=1.C1C=CC(/C=C/C(/C=C/C2C=CC=CC=2)=O)=CC=1.C1C=CC(/C=C/C(/C=C/C2C=CC=CC=2)=O)=CC=1.[Pd].[Pd].[C-]#N.[Zn+2].[C-]#N. The product is [C:46]([C:2]1[CH:40]=[CH:39][C:5]([C:6]([NH:8][C:9]2[N:10]=[C:11]3[CH:16]=[CH:15][C:14]([O:17][C:18]4[CH:23]=[CH:22][CH:21]=[C:20]([NH:24][C:25](=[O:37])[C:26]5[CH:31]=[CH:30][CH:29]=[C:28]([C:32]6([C:35]#[N:36])[CH2:34][CH2:33]6)[CH:27]=5)[CH:19]=4)=[N:13][N:12]3[CH:38]=2)=[O:7])=[CH:4][N:3]=1)#[N:47]. The yield is 0.470. (2) The reactants are [C:1]([O:5][C:6](=[O:14])[CH2:7][N:8]1[CH:12]=[C:11](Br)[CH:10]=[N:9]1)([CH3:4])([CH3:3])[CH3:2].[CH:15]1(B(O)O)[CH2:17][CH2:16]1.P([O-])([O-])([O-])=O.[K+].[K+].[K+].C1(P(C2CCCCC2)C2CCCCC2)CCCCC1. The catalyst is C1(C)C=CC=CC=1.C([O-])(=O)C.[Pd+2].C([O-])(=O)C.O. The product is [CH:15]1([C:11]2[CH:10]=[N:9][N:8]([CH2:7][C:6]([O:5][C:1]([CH3:4])([CH3:3])[CH3:2])=[O:14])[CH:12]=2)[CH2:17][CH2:16]1. The yield is 0.210. (3) No catalyst specified. The reactants are [NH2:1][C:2]1[C:7]([NH2:8])=[C:6]([NH:9][C@@H:10]2[C@@H:15]3[CH2:16][C@@H:12]([CH:13]=[CH:14]3)[C@@H:11]2[C:17]([NH2:19])=[O:18])[C:5]([Br:20])=[CH:4][N:3]=1.[CH3:21][O:22][C:23]1[C:28]([CH:29]=O)=[CH:27][CH:26]=[CH:25][N:24]=1. The product is [Br:20][C:5]1[C:6]([NH:9][C@@H:10]2[C@@H:15]3[CH2:16][C@@H:12]([CH:13]=[CH:14]3)[C@@H:11]2[C:17]([NH2:19])=[O:18])=[C:7]2[N:8]=[C:29]([C:28]3[C:23]([O:22][CH3:21])=[N:24][CH:25]=[CH:26][CH:27]=3)[NH:1][C:2]2=[N:3][CH:4]=1. The yield is 0.640. (4) The reactants are [F:1][C:2]1[CH:7]=[CH:6][CH:5]=[CH:4][C:3]=1[C:8]1[N:9]=[N:10][N:11]2[C:20]3[C:15](=[CH:16][CH:17]=[CH:18][CH:19]=3)[C:14]([N:21]3[CH2:26][CH2:25][NH:24][CH2:23][CH2:22]3)=[N:13][C:12]=12.Cl.Cl[CH2:29][CH2:30][N:31]1[CH2:35][CH2:34][CH2:33][CH2:32]1.C(N(CC)CC)C. The catalyst is CN(C)C=O.O. The product is [F:1][C:2]1[CH:7]=[CH:6][CH:5]=[CH:4][C:3]=1[C:8]1[N:9]=[N:10][N:11]2[C:20]3[C:15](=[CH:16][CH:17]=[CH:18][CH:19]=3)[C:14]([N:21]3[CH2:22][CH2:23][N:24]([CH2:29][CH2:30][N:31]4[CH2:35][CH2:34][CH2:33][CH2:32]4)[CH2:25][CH2:26]3)=[N:13][C:12]=12. The yield is 0.470. (5) The reactants are I[C:2]1[CH:7]=[N:6][C:5]([O:8][CH2:9][CH:10]2[CH2:15][CH2:14][N:13]([CH2:16][C:17]3([C:21]([F:24])([F:23])[F:22])[CH2:20][CH2:19][CH2:18]3)[CH2:12][CH2:11]2)=[CH:4][N:3]=1.[F:25][C:26]1[CH:31]=[C:30]([C:32]([O:34][CH3:35])=[O:33])[CH:29]=[CH:28][C:27]=1B(O)O.C([O-])([O-])=O.[Cs+].[Cs+].O1CCOCC1. The catalyst is O. The product is [F:25][C:26]1[CH:31]=[C:30]([CH:29]=[CH:28][C:27]=1[C:2]1[CH:7]=[N:6][C:5]([O:8][CH2:9][CH:10]2[CH2:15][CH2:14][N:13]([CH2:16][C:17]3([C:21]([F:24])([F:23])[F:22])[CH2:20][CH2:19][CH2:18]3)[CH2:12][CH2:11]2)=[CH:4][N:3]=1)[C:32]([O:34][CH3:35])=[O:33]. The yield is 0.570. (6) The reactants are [H-].[Na+].Cl[CH2:4][C:5]([NH:7][CH2:8][C:9]1[C:17]2[NH:16][C:15]3[CH2:18][CH2:19][CH2:20][C:14]=3[C:13]=2[CH:12]=[CH:11][CH:10]=1)=[O:6].O. The catalyst is CN(C=O)C. The product is [CH2:4]1[N:16]2[C:17]3[C:13]([C:14]4[CH2:20][CH2:19][CH2:18][C:15]=42)=[CH:12][CH:11]=[CH:10][C:9]=3[CH2:8][NH:7][C:5]1=[O:6]. The yield is 0.580. (7) The reactants are [CH3:1][C:2]1[CH:9]=[CH:8][C:7]([N:10]2[N:14]=[CH:13][CH:12]=[N:11]2)=[CH:6][C:3]=1[CH:4]=[O:5].[BH4-].[Na+]. The catalyst is CO. The product is [CH3:1][C:2]1[CH:9]=[CH:8][C:7]([N:10]2[N:14]=[CH:13][CH:12]=[N:11]2)=[CH:6][C:3]=1[CH2:4][OH:5]. The yield is 0.710. (8) The reactants are [F:1][C:2]1[CH:16]=[CH:15][C:5]([CH2:6][O:7][C:8]2[CH:13]=[CH:12][C:11]([NH2:14])=[CH:10][CH:9]=2)=[CH:4][CH:3]=1.[CH3:17][O:18][C:19](=[O:24])[CH2:20][C:21](Cl)=[O:22]. No catalyst specified. The product is [CH3:17][O:18][C:19](=[O:24])[CH2:20][C:21]([NH:14][C:11]1[CH:12]=[CH:13][C:8]([O:7][CH2:6][C:5]2[CH:15]=[CH:16][C:2]([F:1])=[CH:3][CH:4]=2)=[CH:9][CH:10]=1)=[O:22]. The yield is 0.750. (9) The reactants are CC1CC[N:4]([CH2:7][CH2:8][CH2:9][N:10]2[C:18](=[O:19])[C:17]3[C:12](=CC=CC=3)[C:11]2=O)C1=O.O.NN.[CH2:25]1COCC1.CO. No catalyst specified. The product is [NH2:4][CH2:7][CH2:8][CH2:9][N:10]1[CH:11]([CH3:25])[CH2:12][CH2:17][C:18]1=[O:19]. The yield is 0.450.